From a dataset of Experimentally validated miRNA-target interactions with 360,000+ pairs, plus equal number of negative samples. Binary Classification. Given a miRNA mature sequence and a target amino acid sequence, predict their likelihood of interaction. (1) The miRNA is mmu-miR-3106-5p with sequence UGGCUCAUUUAGAAGCAGCCA. The protein sequence of the target gene is MGLRIHFVVDPHGWCCMGLIVFVWLYNIVIIPKIVLFPHYEEGHIPGILIIIFYGISIFCLVALVRASLTDPGRLPENPKIPHAERELWELCNKCNLMRPKRSHHCSRCGHCVRRMDHHCPWINNCVGEDNHWLFLQLCFYTELLTCYALMFSFCHYYYFLPLKKRNLDLFVVRHELAIMRLAAFMGITMLVGITGLFYTQLIGIITDTTSIEKMSNCCEEISRPRKPWQQTFSEVFGTRWKILWFIPFRQRQPLRVPYHFANHV. Result: 0 (no interaction). (2) The miRNA is hsa-miR-6813-5p with sequence CAGGGGCUGGGGUUUCAGGUUCU. The protein sequence of the target gene is MERVGTPEEERQAGPVLPTSLESDSSKRTSWGFLITGVVGGALLTVYAVATPFITPALRKVCLPFVPATSKQVENVVRMLRHRRGPLVDIGSGDGRIVIAAAKEGFPAVGYELNPWLVWYSRYRAWRAGVHGSAKFYISDLWKVTFAQYSNVVIFGVPQMMPQLEKKLELELEDGARVIACRFPFPRWTPDHTTGEGIDTVWAYDMSAQRGRGGRPNQEWVGQKNLSETAGLQASSSETRSKLLDVE. Result: 0 (no interaction). (3) The miRNA is hsa-miR-6734-5p with sequence UUGAGGGGAGAAUGAGGUGGAGA. The protein sequence of the target gene is MDLIGLLKSQFLCHLVFCYVFIASGLIVNAIQLCTLVIWPINKQLFRKINARLCYCVSSQLVMLLEWWSGTECTIYTDPKACPHYGKENAIVVLNHKFEIDFLCGWSLAERLGILGNSKVLAKKELAYVPIIGWMWYFVEMIFCTRKWEQDRQTVAKSLLHLRDYPEKYLFLIHCEGTRFTEKKHQISMQVAQAKGLPSLKHHLLPRTKGFAITVKCLRDVVPAVYDCTLNFRNNENPTLLGVLNGKKYHADCYVRRIPMEDIPEDEDKCSAWLHKLYQEKDAFQEEYYRTGVFPETPWV.... Result: 0 (no interaction). (4) The miRNA is hsa-miR-4436a with sequence GCAGGACAGGCAGAAGUGGAU. The protein sequence of the target gene is MAAPGALLVMGVSGSGKSTVGALLASELGWKFYDADDYHPEENRRKMGKGIPLNDQDRIPWLCNLHDILLRDVASGQRVVLACSALKKTYRDILTQGKDGVALKCEESGKEAKQAEMQLLVVHLSGSFEVISGRLLKREGHFMPPELLQSQFETLEPPAAPENFIQISVDKNVSEIIATIMETLKMK. Result: 0 (no interaction). (5) The miRNA is mmu-miR-295-3p with sequence AAAGUGCUACUACUUUUGAGUCU. The protein sequence of the target gene is MRRSKAYGERYLASVQGSAPSPGKKLRGFYFAKLYYEAKEYDLAKKYVCTYLSVQERDPRAHRFLGLLYELEENTEKAVECYRRSLELNPPQKDLVLKIAELLCKNDVTDGRAKYWVERAAKLFPGSPAIYKLKEHLLDCEGEDGWNKLFDWIQSELYVRPDDVHMNIRLVELYRSNKRLKDAVARCHEAERNIALRSSLEWNSCVVQTLKEYLESLQCLESDKSDWRATNTDLLLAYANLMLLTLSTRDVQESRELLESFDSALQSAKSSLGGNDELSATFLEMKGHFYMHAGSLLLKM.... Result: 0 (no interaction). (6) The miRNA is hsa-miR-651-5p with sequence UUUAGGAUAAGCUUGACUUUUG. The protein sequence of the target gene is MTDLNDNICKRYIKMITNIVILSLIICISLAFWIISMTASTYYGNLRPISPWRWLFSVVVPVLIVSNGLKKKSLDHSGALGGLVVGFILTIANFSFFTSLLMFFLSSSKLTKWKGEVKKRLDSEYKEGGQRNWVQVFCNGAVPTELALLYMIENGPGEIPVDFSKQYSASWMCLSLLAALACSAGDTWASEVGPVLSKSSPRLITTWEKVPVGTNGGVTVVGLVSSLLGGTFVGIAYFLTQLIFVNDLDISAPQWPIIAFGGLAGLLGSIVDSYLGATMQYTGLDESTGMVVNSPTNKAR.... Result: 1 (interaction).